This data is from Reaction yield outcomes from USPTO patents with 853,638 reactions. The task is: Predict the reaction yield, written as a fraction of the theoretical maximum amount of product (1.0 means a 100% yield; for example, 0.34 means a 34% yield). (1) The reactants are C1(C(C2C=CC=CC=2)[N:8]2[CH2:11][C:10]([CH2:15][CH3:16])([N:12]([CH3:14])[CH3:13])[CH2:9]2)C=CC=CC=1.[ClH:23]. The catalyst is C(O)C.[OH-].[OH-].[Pd+2]. The product is [ClH:23].[ClH:23].[CH2:15]([C:10]1([N:12]([CH3:14])[CH3:13])[CH2:11][NH:8][CH2:9]1)[CH3:16]. The yield is 1.12. (2) The reactants are C(N(CC)CC)C.[CH3:8][C:9]1[CH:10]=[C:11]([NH:16][C:17]([C:19]2[C:20](=[S:25])[NH:21][CH:22]=[CH:23][CH:24]=2)=[O:18])[CH:12]=[C:13]([CH3:15])[CH:14]=1.[C:26]([NH:29][C:30]1[N:35]=[C:34]([CH2:36]Cl)[CH:33]=[CH:32][N:31]=1)(=[O:28])[CH3:27].C(OCC)(=O)C. The catalyst is CN(C)C=O. The product is [C:26]([NH:29][C:30]1[N:35]=[C:34]([CH2:36][S:25][C:20]2[C:19]([C:17]([NH:16][C:11]3[CH:12]=[C:13]([CH3:15])[CH:14]=[C:9]([CH3:8])[CH:10]=3)=[O:18])=[CH:24][CH:23]=[CH:22][N:21]=2)[CH:33]=[CH:32][N:31]=1)(=[O:28])[CH3:27]. The yield is 0.520. (3) The reactants are [CH3:1][C:2]1[CH:3]=[C:4]([CH:7]=[CH:8][C:9]=1[OH:10])[CH:5]=O.C([O-])(=O)C.[NH4+].[N+:16]([CH3:19])([O-:18])=[O:17]. No catalyst specified. The product is [CH3:1][C:2]1[CH:3]=[C:4]([CH:5]=[CH:19][N+:16]([O-:18])=[O:17])[CH:7]=[CH:8][C:9]=1[OH:10]. The yield is 0.800. (4) The reactants are [F:1][C:2]1[CH:7]=[CH:6][C:5]([N:8]2[CH2:13][CH2:12][NH:11][C@H:10]([CH3:14])[CH2:9]2)=[C:4]([C:15]([F:18])([F:17])[F:16])[CH:3]=1.C(N(C(C)C)CC)(C)C.[CH3:28][O:29][C:30]1[CH:31]=[C:32]([S:36](Cl)(=[O:38])=[O:37])[CH:33]=[CH:34][CH:35]=1. The catalyst is ClCCl. The product is [F:1][C:2]1[CH:7]=[CH:6][C:5]([N:8]2[CH2:13][CH2:12][N:11]([S:36]([C:32]3[CH:33]=[CH:34][CH:35]=[C:30]([O:29][CH3:28])[CH:31]=3)(=[O:38])=[O:37])[C@H:10]([CH3:14])[CH2:9]2)=[C:4]([C:15]([F:17])([F:16])[F:18])[CH:3]=1. The yield is 1.00. (5) The reactants are [CH2:1]([O:5][C:6]1[CH:10]=[C:9](/[CH:11]=[CH:12]/[C:13](O)=[O:14])[N:8]([CH2:16][C:17]2[CH:22]=[CH:21][C:20]([C:23]([F:26])([F:25])[F:24])=[CH:19][C:18]=2[Cl:27])[N:7]=1)[CH2:2][CH2:3][CH3:4].[CH3:28][CH:29]([CH3:36])[CH2:30][CH2:31][S:32]([NH2:35])(=[O:34])=[O:33].N12CCCN=C1CCCCC2.Cl. The catalyst is CN(C)C=O.O. The product is [CH2:1]([O:5][C:6]1[CH:10]=[C:9](/[CH:11]=[CH:12]/[C:13]([NH:35][S:32]([CH2:31][CH2:30][CH:29]([CH3:36])[CH3:28])(=[O:34])=[O:33])=[O:14])[N:8]([CH2:16][C:17]2[CH:22]=[CH:21][C:20]([C:23]([F:26])([F:25])[F:24])=[CH:19][C:18]=2[Cl:27])[N:7]=1)[CH2:2][CH2:3][CH3:4]. The yield is 0.570. (6) The reactants are [CH3:1][O:2][C@@H:3]([C@@H:12]([N:17]([CH3:25])[C:18](=[O:24])[C@H:19]([CH:21]([CH3:23])[CH3:22])[NH2:20])[C@@H:13]([CH3:16])[CH2:14][CH3:15])[CH2:4][C:5]([O:7][C:8]([CH3:11])([CH3:10])[CH3:9])=[O:6].[CH:26]1[C:38]2[CH:37]([CH2:39][O:40][C:41]([NH:43][C:44]3([C:49](O)=[O:50])[CH2:48][CH2:47][CH2:46][CH2:45]3)=[O:42])[C:36]3[C:31](=[CH:32][CH:33]=[CH:34][CH:35]=3)[C:30]=2[CH:29]=[CH:28][CH:27]=1.C(N(C(C)C)CC)(C)C.CN(C(ON1N=NC2C=CC=NC1=2)=[N+](C)C)C.F[P-](F)(F)(F)(F)F. The catalyst is ClCCl.C(OCC)(=O)C. The product is [CH:26]1[C:38]2[CH:37]([CH2:39][O:40][C:41]([NH:43][C:44]3([C:49]([NH:20][C@H:19]([C:18]([N:17]([CH3:25])[C@@H:12]([C@@H:13]([CH3:16])[CH2:14][CH3:15])[C@H:3]([O:2][CH3:1])[CH2:4][C:5]([O:7][C:8]([CH3:11])([CH3:9])[CH3:10])=[O:6])=[O:24])[CH:21]([CH3:23])[CH3:22])=[O:50])[CH2:45][CH2:46][CH2:47][CH2:48]3)=[O:42])[C:36]3[C:31](=[CH:32][CH:33]=[CH:34][CH:35]=3)[C:30]=2[CH:29]=[CH:28][CH:27]=1. The yield is 0.910.